Dataset: Full USPTO retrosynthesis dataset with 1.9M reactions from patents (1976-2016). Task: Predict the reactants needed to synthesize the given product. Given the product [C:20]1([C@@H:23]2[CH2:27][CH2:26][C@@H:25]([NH:28][C:29]3[CH:34]=[CH:33][CH:32]=[CH:31][CH:30]=3)[CH2:24]2)[N:19]2[C:14]3[CH:13]=[CH:12][NH:11][C:15]=3[N:16]=[CH:17][C:18]2=[N:22][N:21]=1, predict the reactants needed to synthesize it. The reactants are: S([N:11]1[C:15]2[N:16]=[CH:17][C:18]3[N:19]([C:20]([C@@H:23]4[CH2:27][CH2:26][C@@H:25]([NH:28][C:29]5[CH:34]=[CH:33][CH:32]=[CH:31][CH:30]=5)[CH2:24]4)=[N:21][N:22]=3)[C:14]=2[CH:13]=[CH:12]1)(C1C=CC(C)=CC=1)(=O)=O.[OH-].[Na+].CC(O)=O.